From a dataset of Full USPTO retrosynthesis dataset with 1.9M reactions from patents (1976-2016). Predict the reactants needed to synthesize the given product. (1) Given the product [CH2:3]([O:10][C:11]1[C:43]([CH3:44])=[CH:42][C:14]([CH2:15][C@@H:16]([CH2:21][C:22](=[O:41])[N:23]2[CH2:28][CH2:27][CH:26]([N:29]3[CH2:35][CH2:34][C:33]4[CH:36]=[CH:37][CH:38]=[CH:39][C:32]=4[NH:31][C:30]3=[O:40])[CH2:25][CH2:24]2)[C:17]([OH:19])=[O:18])=[CH:13][C:12]=1[CH3:45])[C:4]1[CH:5]=[CH:6][CH:7]=[CH:8][CH:9]=1, predict the reactants needed to synthesize it. The reactants are: [Li+].[OH-].[CH2:3]([O:10][C:11]1[C:43]([CH3:44])=[CH:42][C:14]([CH2:15][C@@H:16]([CH2:21][C:22](=[O:41])[N:23]2[CH2:28][CH2:27][CH:26]([N:29]3[CH2:35][CH2:34][C:33]4[CH:36]=[CH:37][CH:38]=[CH:39][C:32]=4[NH:31][C:30]3=[O:40])[CH2:25][CH2:24]2)[C:17]([O:19]C)=[O:18])=[CH:13][C:12]=1[CH3:45])[C:4]1[CH:9]=[CH:8][CH:7]=[CH:6][CH:5]=1. (2) Given the product [CH3:21][O:20][C:16]1[CH:15]=[C:14]([CH:19]=[CH:18][CH:17]=1)[CH2:13][N:9]1[C:8]([CH3:23])([CH3:22])[CH2:7][C:6]2[C:11](=[CH:12][C:3]([O:2][CH3:1])=[C:4]([OH:24])[CH:5]=2)[CH2:10]1, predict the reactants needed to synthesize it. The reactants are: [CH3:1][O:2][C:3]1[CH:12]=[C:11]2[C:6]([CH2:7][C:8]([CH3:23])([CH3:22])[N:9]([CH2:13][C:14]3[CH:19]=[CH:18][CH:17]=[C:16]([O:20][CH3:21])[CH:15]=3)[CH2:10]2)=[CH:5][C:4]=1[O:24][Si](C(C)C)(C(C)C)C(C)C.CCCC[N+](CCCC)(CCCC)CCCC.[F-].O. (3) Given the product [F:32][CH:2]([F:1])[O:3][C:4]1[CH:5]=[C:6]2[C:10](=[CH:11][CH:12]=1)[N:9]([CH3:13])[N:8]=[C:7]2[C:34]1[N:39]=[C:38]2[C:40]([C:43]([NH:45][CH:46]([CH3:48])[CH3:47])=[O:44])=[CH:41][NH:42][C:37]2=[N:36][CH:35]=1, predict the reactants needed to synthesize it. The reactants are: [F:1][CH:2]([F:32])[O:3][C:4]1[CH:5]=[C:6]2[C:10](=[CH:11][CH:12]=1)[N:9]([CH2:13]CCN(C)C)[N:8]=[C:7]2[Sn](CCCC)(CCCC)CCCC.Br[C:34]1[N:39]=[C:38]2[C:40]([C:43]([NH:45][CH:46]([CH3:48])[CH3:47])=[O:44])=[CH:41][NH:42][C:37]2=[N:36][CH:35]=1. (4) Given the product [ClH:29].[ClH:29].[CH2:1]([N:8]1[CH2:13][CH2:12][CH2:11][CH:10]([CH2:14][N:15]2[CH2:20][CH2:19][NH:18][CH2:17][C:16]2=[O:28])[CH2:9]1)[C:2]1[CH:3]=[CH:4][CH:5]=[CH:6][CH:7]=1, predict the reactants needed to synthesize it. The reactants are: [CH2:1]([N:8]1[CH2:13][CH2:12][CH2:11][CH:10]([CH2:14][N:15]2[CH2:20][CH2:19][N:18](C(OC(C)(C)C)=O)[CH2:17][C:16]2=[O:28])[CH2:9]1)[C:2]1[CH:7]=[CH:6][CH:5]=[CH:4][CH:3]=1.[ClH:29].